From a dataset of CYP2C9 inhibition data for predicting drug metabolism from PubChem BioAssay. Regression/Classification. Given a drug SMILES string, predict its absorption, distribution, metabolism, or excretion properties. Task type varies by dataset: regression for continuous measurements (e.g., permeability, clearance, half-life) or binary classification for categorical outcomes (e.g., BBB penetration, CYP inhibition). Dataset: cyp2c9_veith. (1) The drug is O=[As](O)(O)c1ccc(N=Nc2ccc([As](=O)(O)O)cc2)cc1. The result is 0 (non-inhibitor). (2) The compound is Cc1nc([N+](=O)[O-])cn1-c1nc2ccccn2c1[N+](=O)[O-]. The result is 0 (non-inhibitor). (3) The compound is Cc1cc(C)nc(/N=C(\N)Nc2ccc(F)c([N+](=O)[O-])c2)n1. The result is 0 (non-inhibitor). (4) The compound is CCC(Sc1nc(=O)cc(N)n1CCc1ccccc1)C(=O)Nc1ccccc1C#N. The result is 1 (inhibitor). (5) The molecule is COc1cc([C@@H](O)CN)ccc1O. The result is 0 (non-inhibitor).